This data is from Full USPTO retrosynthesis dataset with 1.9M reactions from patents (1976-2016). The task is: Predict the reactants needed to synthesize the given product. (1) The reactants are: [NH:1]1[C:9]2[C:4](=[CH:5][CH:6]=[C:7]([NH:10][C:11]3[N:20]=[C:19]([NH:21][C@@H:22]4[CH2:27][CH2:26][CH2:25][CH2:24][C@@H:23]4[NH2:28])[CH:18]=[C:17]([C:29]#[N:30])[C:12]=3[C:13](OC)=[O:14])[CH:8]=2)[CH:3]=[N:2]1. Given the product [NH:1]1[C:9]2[C:4](=[CH:5][CH:6]=[C:7]([NH:10][C:11]3[C:12]4[C:13](=[O:14])[NH:30][CH2:29][C:17]=4[CH:18]=[C:19]([NH:21][C@@H:22]4[CH2:27][CH2:26][CH2:25][CH2:24][C@@H:23]4[NH2:28])[N:20]=3)[CH:8]=2)[CH:3]=[N:2]1, predict the reactants needed to synthesize it. (2) The reactants are: [Cl:1][C:2]1[CH:3]=[CH:4][C:5]2[C:11]3[N:12](CC4C=CC(OC)=CC=4OC)[C:13](=[O:21])[C:14]([C:17]([O:19]C)=[O:18])=[C:15]([OH:16])[C:10]=3[CH2:9][CH2:8][N:7](C(OCC3C=CC=CC=3)=O)[C:6]=2[CH:43]=1.CC([O-])(C)C.[Na+].C1(C)C=CC=CC=1.[N:57]1(C(OC(C)(C)C)=O)[CH2:62][CH2:61][CH2:60][CH:59]2[CH2:63][NH:64][CH2:65][CH:58]12. Given the product [ClH:1].[NH:57]1[CH2:62][CH2:61][CH2:60][CH:59]2[CH2:63][N:64]([C:2]3[CH:3]=[CH:4][C:5]4[C:11]5[NH:12][C:13](=[O:21])[C:14]([C:17]([OH:19])=[O:18])=[C:15]([OH:16])[C:10]=5[CH2:9][CH2:8][NH:7][C:6]=4[CH:43]=3)[CH2:65][CH:58]12, predict the reactants needed to synthesize it. (3) Given the product [O:12]=[C:11]1[O:6][C@H:5]([C@H:3]([CH2:2][OH:1])[OH:4])[C:7]([OH:8])=[C:9]1[OH:10].[OH:24][CH2:23][C@@H:21]([C@H:19]([C@@H:17]([C@@H:15]([CH2:14][OH:13])[OH:16])[OH:18])[OH:20])[OH:22].[OH:32][CH2:31][C:29]([C@H:28]([C@@H:27]([C@H:26]([CH2:25][OH:36])[OH:35])[OH:34])[OH:33])=[O:30].[CH2:11]([OH:12])[C@H:9]([OH:10])[C@@H:7]([OH:8])[C@H:5]([OH:6])[C:3]([CH:2]=[O:1])=[O:4], predict the reactants needed to synthesize it. The reactants are: [OH:1][CH2:2][C@@H:3]([C@H:5]([C@@H:7]([C@@H:9]([CH2:11][OH:12])[OH:10])[OH:8])[OH:6])[OH:4].[OH:13][CH2:14][C:15]([C@H:17]([C@@H:19]([C@H:21]([CH2:23][OH:24])[OH:22])[OH:20])[OH:18])=[O:16].[CH2:25]([OH:36])[C@H:26]([OH:35])[C@@H:27]([OH:34])[C@H:28]([OH:33])[C:29]([CH:31]=[O:32])=[O:30]. (4) Given the product [CH3:21][S:18]([C:15]1[CH:16]=[CH:17][C:12]([C@@H:8]([OH:7])[C@H:9]([NH:5][C:3]([CH:2]([Cl:23])[Cl:1])=[O:4])[CH2:10][F:11])=[CH:13][CH:14]=1)(=[O:20])=[O:19], predict the reactants needed to synthesize it. The reactants are: [Cl:1][CH:2]([Cl:23])[C:3]([N:5]1[C@H:9]([CH2:10][F:11])[C@@H:8]([C:12]2[CH:17]=[CH:16][C:15]([S:18]([CH3:21])(=[O:20])=[O:19])=[CH:14][CH:13]=2)[O:7]C1=O)=[O:4].O.[Li+].[OH-].